This data is from Full USPTO retrosynthesis dataset with 1.9M reactions from patents (1976-2016). The task is: Predict the reactants needed to synthesize the given product. (1) Given the product [NH2:42][C:41]1[C:36]2[C:35](=[CH:40][CH:39]=[CH:38][N:37]=2)[NH:34][C:26](=[O:27])[C:25]=1[C:23]1[NH:22][C:21]2[CH:31]=[CH:32][C:18]([N:15]3[CH2:16][CH2:17][CH:13]([N:12]([CH3:11])[CH3:33])[CH2:14]3)=[CH:19][C:20]=2[N:24]=1, predict the reactants needed to synthesize it. The reactants are: [Li+].C[Si]([N-][Si](C)(C)C)(C)C.[CH3:11][N:12]([CH3:33])[CH:13]1[CH2:17][CH2:16][N:15]([C:18]2[CH:32]=[CH:31][C:21]3[NH:22][C:23]([CH2:25][C:26](OCC)=[O:27])=[N:24][C:20]=3[CH:19]=2)[CH2:14]1.[NH2:34][C:35]1[C:36]([C:41]#[N:42])=[N:37][CH:38]=[CH:39][CH:40]=1. (2) The reactants are: [CH2:1]([N:3]([CH2:26][CH3:27])[CH2:4][CH2:5][NH:6][C:7](=[O:25])[C:8]1[CH:13]=[CH:12][C:11]([N:14](S(C)(=O)=O)[S:15]([CH3:18])(=[O:17])=[O:16])=[CH:10][C:9]=1[O:23][CH3:24])[CH3:2].[OH-].[K+].C(=O)(O)[O-].[Na+].C(Cl)Cl. Given the product [CH2:26]([N:3]([CH2:1][CH3:2])[CH2:4][CH2:5][NH:6][C:7](=[O:25])[C:8]1[CH:13]=[CH:12][C:11]([NH:14][S:15]([CH3:18])(=[O:16])=[O:17])=[CH:10][C:9]=1[O:23][CH3:24])[CH3:27], predict the reactants needed to synthesize it. (3) Given the product [CH3:33][C:34]1[CH:39]=[C:38]([NH:40][CH2:41][CH2:42][CH2:43][NH:16][C:11](=[O:45])/[CH:12]=[CH:13]/[CH2:14][CH2:15][CH3:10])[CH:37]=[CH:36][N:35]=1, predict the reactants needed to synthesize it. The reactants are: CN(C(ON1N=[N:16][C:11]2[CH:12]=[CH:13][CH:14]=[CH:15][C:10]1=2)=[N+](C)C)C.F[P-](F)(F)(F)(F)F.C(N(CC)CC)C.Cl.[CH3:33][C:34]1[CH:39]=[C:38]([NH:40][CH2:41][CH2:42][CH2:43]N)[CH:37]=[CH:36][N:35]=1.[O-2:45].[Al+3].[O-2].[O-2].[Al+3]. (4) Given the product [NH2:4][C:5]1[CH:6]=[C:7]([S:13]([N:16]2[C:24]3[C:19](=[CH:20][C:21]([O:25][CH3:26])=[CH:22][CH:23]=3)[C:18]([CH3:27])=[CH:17]2)(=[O:14])=[O:15])[CH:8]=[CH:9][C:10]=1[O:11][CH3:12], predict the reactants needed to synthesize it. The reactants are: C([NH:4][C:5]1[CH:6]=[C:7]([S:13]([N:16]2[C:24]3[C:19](=[CH:20][C:21]([O:25][CH3:26])=[CH:22][CH:23]=3)[C:18]([CH3:27])=[CH:17]2)(=[O:15])=[O:14])[CH:8]=[CH:9][C:10]=1[O:11][CH3:12])(=O)C.Cl.